The task is: Predict the reactants needed to synthesize the given product.. This data is from Full USPTO retrosynthesis dataset with 1.9M reactions from patents (1976-2016). (1) Given the product [OH:6][C:7]1[CH:26]=[CH:25][CH:24]=[CH:23][C:8]=1[CH2:9][CH2:10][NH:11][CH2:12][C:13]1[CH:22]=[CH:21][C:16]([C:17]([O:19][CH3:20])=[O:18])=[CH:15][CH:14]=1, predict the reactants needed to synthesize it. The reactants are: B(Br)(Br)Br.C[O:6][C:7]1[CH:26]=[CH:25][CH:24]=[CH:23][C:8]=1[CH2:9][CH2:10][NH:11][CH2:12][C:13]1[CH:22]=[CH:21][C:16]([C:17]([O:19][CH3:20])=[O:18])=[CH:15][CH:14]=1.CO. (2) Given the product [F:1][CH2:2][C:3]([C:7]1[CH:11]=[C:10]([NH:12][C:13]([NH:49][C:48]2[CH:50]=[CH:51][CH:52]=[C:46]([O:45][C:33]3[C:32]4[C:37](=[CH:38][C:39]([O:40][CH2:41][CH2:42][O:43][CH3:44])=[C:30]([O:29][CH3:28])[CH:31]=4)[N:36]=[CH:35][N:34]=3)[CH:47]=2)=[O:21])[N:9]([C:22]2[CH:23]=[CH:24][CH:25]=[CH:26][CH:27]=2)[N:8]=1)([CH3:6])[CH2:4][F:5], predict the reactants needed to synthesize it. The reactants are: [F:1][CH2:2][C:3]([C:7]1[CH:11]=[C:10]([NH:12][C:13](=[O:21])OC2C=CC=CC=2)[N:9]([C:22]2[CH:27]=[CH:26][CH:25]=[CH:24][CH:23]=2)[N:8]=1)([CH3:6])[CH2:4][F:5].[CH3:28][O:29][C:30]1[CH:31]=[C:32]2[C:37](=[CH:38][C:39]=1[O:40][CH2:41][CH2:42][O:43][CH3:44])[N:36]=[CH:35][N:34]=[C:33]2[O:45][C:46]1[CH:47]=[C:48]([CH:50]=[CH:51][CH:52]=1)[NH2:49].C(N(CC)C(C)C)(C)C. (3) Given the product [O:17]=[C:18]([C@H:24]([CH3:40])[C@@H:25]([O:31][C:32]([O:34][CH2:35][C:36]([Cl:37])([Cl:38])[Cl:39])=[O:33])[C@@H:26]([CH3:30])[CH2:27][CH:28]=[CH2:29])[C:19]([CH3:23])([CH3:22])[C@@H:20]([OH:21])[CH2:2][C:1]([O:4][C:5]([CH3:8])([CH3:7])[CH3:6])=[O:3], predict the reactants needed to synthesize it. The reactants are: [C:1]([O:4][C:5]([CH3:8])([CH3:7])[CH3:6])(=[O:3])[CH3:2].C([N-]C(C)C)(C)C.[Li+].[O:17]=[C:18]([C@H:24]([CH3:40])[C@@H:25]([O:31][C:32]([O:34][CH2:35][C:36]([Cl:39])([Cl:38])[Cl:37])=[O:33])[C@@H:26]([CH3:30])[CH2:27][CH:28]=[CH2:29])[C:19]([CH3:23])([CH3:22])[CH:20]=[O:21].O. (4) The reactants are: [CH3:1][O:2][C:3](=[O:20])[C:4]1[CH:9]=[CH:8][C:7]([C:10](=[O:19])[C:11]2[CH:16]=[CH:15][C:14]([O:17][CH3:18])=[CH:13][CH:12]=2)=[CH:6][CH:5]=1.[Br:21]Br. Given the product [CH3:1][O:2][C:3](=[O:20])[C:4]1[CH:5]=[CH:6][C:7]([C:10](=[O:19])[C:11]2[CH:16]=[CH:15][C:14]([O:17][CH3:18])=[C:13]([Br:21])[CH:12]=2)=[CH:8][CH:9]=1, predict the reactants needed to synthesize it. (5) Given the product [F:1][C:2]1[CH:3]=[C:4]([C@H:8]2[CH2:12][CH2:11][CH2:10][N:9]2[C:13]2[CH:18]=[CH:17][N:16]3[N:19]=[CH:20][C:21]([C:22]([N:31]4[CH2:26][CH2:25][CH2:30][CH2:29]4)=[O:24])=[C:15]3[N:14]=2)[CH:5]=[N:6][CH:7]=1, predict the reactants needed to synthesize it. The reactants are: [F:1][C:2]1[CH:3]=[C:4]([C@H:8]2[CH2:12][CH2:11][CH2:10][N:9]2[C:13]2[CH:18]=[CH:17][N:16]3[N:19]=[CH:20][C:21]([C:22]([OH:24])=O)=[C:15]3[N:14]=2)[CH:5]=[N:6][CH:7]=1.[CH:25]1[CH:26]=CC2N(O)N=[N:31][C:29]=2[CH:30]=1.CCN=C=NCCCN(C)C.C(N(CC)CC)C.N1CCCC1. (6) Given the product [Cl:36][C:19]1[C:20]([NH:22][C:23]2[CH:35]=[CH:34][CH:33]=[CH:32][C:24]=2[C:25]([N:27]([CH3:31])[CH2:28][C:29]#[CH:30])=[O:26])=[N:21][C:16]([NH:1][C:2]2[CH:3]=[CH:4][C:5]3[N:11]([CH3:12])[C:10](=[O:13])[CH2:9][CH2:8][CH2:7][C:6]=3[CH:14]=2)=[N:17][CH:18]=1, predict the reactants needed to synthesize it. The reactants are: [NH2:1][C:2]1[CH:3]=[CH:4][C:5]2[N:11]([CH3:12])[C:10](=[O:13])[CH2:9][CH2:8][CH2:7][C:6]=2[CH:14]=1.Cl[C:16]1[N:21]=[C:20]([NH:22][C:23]2[CH:35]=[CH:34][CH:33]=[CH:32][C:24]=2[C:25]([N:27]([CH3:31])[CH2:28][C:29]#[CH:30])=[O:26])[C:19]([Cl:36])=[CH:18][N:17]=1. (7) Given the product [NH2:5][CH:9]([C:8]1[CH:11]=[CH:12][C:13]([C:15]2[CH2:19][C:18]([C:24]3[CH:29]=[C:28]([Cl:30])[CH:27]=[C:26]([Cl:31])[CH:25]=3)([C:20]([F:23])([F:22])[F:21])[O:17][N:16]=2)=[CH:14][C:7]=1[Cl:6])[C:1]#[N:2], predict the reactants needed to synthesize it. The reactants are: [C-:1]#[N:2].[Na+].[Cl-].[NH4+:5].[Cl:6][C:7]1[CH:14]=[C:13]([C:15]2[CH2:19][C:18]([C:24]3[CH:29]=[C:28]([Cl:30])[CH:27]=[C:26]([Cl:31])[CH:25]=3)([C:20]([F:23])([F:22])[F:21])[O:17][N:16]=2)[CH:12]=[CH:11][C:8]=1[CH:9]=O. (8) Given the product [N+:30]([C:33]1[CH:38]=[CH:37][CH:36]=[CH:35][C:34]=1[S:39]([N:5]1[CH2:4][CH:3]([CH2:2][OH:15])[CH2:6]1)(=[O:41])=[O:40])([O-:32])=[O:31], predict the reactants needed to synthesize it. The reactants are: N[CH2:2][CH:3]1[CH2:6][N:5](C(OC(C)(C)C)=O)[CH2:4]1.C(O)(C(F)(F)F)=[O:15].CCN(C(C)C)C(C)C.[N+:30]([C:33]1[CH:38]=[CH:37][CH:36]=[CH:35][C:34]=1[S:39](Cl)(=[O:41])=[O:40])([O-:32])=[O:31]. (9) Given the product [N+:12]([C:11]1[CH:10]=[N:9][C:8]2[NH:7][CH2:6][CH2:5][CH2:4][C:3]=2[C:2]=1[N:15]1[CH2:20][CH2:19][CH2:18][C@H:17]([NH:21][C:22](=[O:28])[O:23][C:24]([CH3:26])([CH3:25])[CH3:27])[CH2:16]1)([O-:14])=[O:13], predict the reactants needed to synthesize it. The reactants are: I[C:2]1[C:11]([N+:12]([O-:14])=[O:13])=[CH:10][N:9]=[C:8]2[C:3]=1[CH2:4][CH2:5][CH2:6][NH:7]2.[NH:15]1[CH2:20][CH2:19][CH2:18][C@H:17]([NH:21][C:22](=[O:28])[O:23][C:24]([CH3:27])([CH3:26])[CH3:25])[CH2:16]1.CCN(C(C)C)C(C)C. (10) Given the product [OH:1][C:2]1[C:11]2[C:6](=[N:7][CH:8]=[CH:9][CH:10]=2)[N:5]([CH2:12][CH2:13][CH:14]([CH3:16])[CH3:15])[C:4](=[O:17])[C:3]=1[C:18]1[NH:23][C:22]2[CH:24]=[CH:25][C:26]([NH:28][S:29](=[O:42])(=[O:41])[N:30]([CH3:45])[C:31]([O:33][CH2:34][C:35]3[CH:40]=[CH:39][CH:38]=[CH:37][CH:36]=3)=[O:32])=[CH:27][C:21]=2[S:20](=[O:43])(=[O:44])[N:19]=1, predict the reactants needed to synthesize it. The reactants are: [OH:1][C:2]1[C:11]2[C:6](=[N:7][CH:8]=[CH:9][CH:10]=2)[N:5]([CH2:12][CH2:13][CH:14]([CH3:16])[CH3:15])[C:4](=[O:17])[C:3]=1[C:18]1[NH:23][C:22]2[CH:24]=[CH:25][C:26]([NH:28][S:29](=[O:42])(=[O:41])[NH:30][C:31]([O:33][CH2:34][C:35]3[CH:40]=[CH:39][CH:38]=[CH:37][CH:36]=3)=[O:32])=[CH:27][C:21]=2[S:20](=[O:44])(=[O:43])[N:19]=1.[CH3:45][Si](C=[N+]=[N-])(C)C.